This data is from Forward reaction prediction with 1.9M reactions from USPTO patents (1976-2016). The task is: Predict the product of the given reaction. Given the reactants [C:1]([C:5]1[CH:6]=[C:7]([NH:19]C(=O)OC(C)(C)C)[CH:8]=[C:9]([NH:11]C(=O)OC(C)(C)C)[CH:10]=1)([CH3:4])([CH3:3])[CH3:2].C(O)(C(F)(F)F)=O, predict the reaction product. The product is: [C:1]([C:5]1[CH:10]=[C:9]([NH2:11])[CH:8]=[C:7]([NH2:19])[CH:6]=1)([CH3:4])([CH3:2])[CH3:3].